Dataset: Full USPTO retrosynthesis dataset with 1.9M reactions from patents (1976-2016). Task: Predict the reactants needed to synthesize the given product. Given the product [Cl:1][C:2]1[CH:3]=[C:4]([NH:10][C:11]2[CH:12]=[CH:13][C:14]([CH:17]3[CH2:22][CH2:21][NH:20][CH2:19][CH2:18]3)=[CH:15][N:16]=2)[C:5](=[O:9])[N:6]([CH3:8])[N:7]=1, predict the reactants needed to synthesize it. The reactants are: [Cl:1][C:2]1[CH:3]=[C:4]([NH:10][C:11]2[N:16]=[CH:15][C:14]([CH:17]3[CH2:22][CH2:21][N:20](C(OC(C)(C)C)=O)[CH2:19][CH2:18]3)=[CH:13][CH:12]=2)[C:5](=[O:9])[N:6]([CH3:8])[N:7]=1.C(O)(C(F)(F)F)=O.